From a dataset of Reaction yield outcomes from USPTO patents with 853,638 reactions. Predict the reaction yield, written as a fraction of the theoretical maximum amount of product (1.0 means a 100% yield; for example, 0.34 means a 34% yield). (1) The reactants are Br[CH:2]([C:8]1[CH:18]=[CH:17][CH:16]=[CH:15][C:9]=1[C:10]([O:12]CC)=O)[C:3]([O:5][CH2:6][CH3:7])=[O:4].[CH3:19][O:20][C:21]1[CH:28]=[CH:27][CH:26]=[CH:25][C:22]=1[CH2:23][NH2:24].C(#N)C. No catalyst specified. The product is [CH3:19][O:20][C:21]1[CH:28]=[CH:27][CH:26]=[CH:25][C:22]=1[CH2:23][N:24]1[C:10](=[O:12])[C:9]2[C:8](=[CH:18][CH:17]=[CH:16][CH:15]=2)[CH:2]1[C:3]([O:5][CH2:6][CH3:7])=[O:4]. The yield is 0.900. (2) The reactants are Cl[C:2]1[N:7]=[CH:6][C:5]2[CH2:8][N:9]([CH2:11][C:12]3[CH:17]=[CH:16][C:15]([O:18][CH3:19])=[CH:14][C:13]=3[O:20][CH3:21])[CH2:10][C:4]=2[CH:3]=1.C(O[Na])(C)(C)C.C1C=CC(P(C2C(C3C(P(C4C=CC=CC=4)C4C=CC=CC=4)=CC=C4C=3C=CC=C4)=C3C(C=CC=C3)=CC=2)C2C=CC=CC=2)=CC=1.[CH3:74][O:75][C:76]1[CH:81]=[C:80]([O:82][CH3:83])[CH:79]=[CH:78][C:77]=1[CH2:84][NH2:85]. The catalyst is C1(C)C=CC=CC=1.O.C1C=CC(/C=C/C(/C=C/C2C=CC=CC=2)=O)=CC=1.C1C=CC(/C=C/C(/C=C/C2C=CC=CC=2)=O)=CC=1.C1C=CC(/C=C/C(/C=C/C2C=CC=CC=2)=O)=CC=1.[Pd].[Pd].C(Cl)(Cl)Cl. The product is [CH3:74][O:75][C:76]1[CH:81]=[C:80]([O:82][CH3:83])[CH:79]=[CH:78][C:77]=1[CH2:84][NH:85][C:2]1[N:7]=[CH:6][C:5]2[CH2:8][N:9]([CH2:11][C:12]3[CH:17]=[CH:16][C:15]([O:18][CH3:19])=[CH:14][C:13]=3[O:20][CH3:21])[CH2:10][C:4]=2[CH:3]=1. The yield is 0.700. (3) The reactants are [Br:1][C:2]1[C:3]([CH3:12])=[C:4]([C:10]#[N:11])[C:5](=[O:9])[NH:6][C:7]=1[CH3:8].[BH4-].[Na+].Cl. The catalyst is CO. The product is [NH2:11][CH2:10][C:4]1[C:5](=[O:9])[NH:6][C:7]([CH3:8])=[C:2]([Br:1])[C:3]=1[CH3:12]. The yield is 0.940. (4) The reactants are C([O:3][CH2:4][CH2:5][CH2:6][N:7]1[C:12](=[O:13])[C:11]2[C:14]([CH2:29][C:30]3[CH:35]=[CH:34][C:33]([C:36]([F:39])([F:38])[F:37])=[CH:32][CH:31]=3)=[C:15]([O:18][C:19]3[CH:24]=[CH:23][CH:22]=[C:21]([C:25]([F:28])([F:27])[F:26])[CH:20]=3)[CH:16]=[N:17][C:10]=2[N:9]([CH3:40])[C:8]1=[O:41])=O.O[Li].O. The catalyst is C1COCC1. The product is [OH:3][CH2:4][CH2:5][CH2:6][N:7]1[C:12](=[O:13])[C:11]2[C:14]([CH2:29][C:30]3[CH:31]=[CH:32][C:33]([C:36]([F:39])([F:38])[F:37])=[CH:34][CH:35]=3)=[C:15]([O:18][C:19]3[CH:24]=[CH:23][CH:22]=[C:21]([C:25]([F:26])([F:27])[F:28])[CH:20]=3)[CH:16]=[N:17][C:10]=2[N:9]([CH3:40])[C:8]1=[O:41]. The yield is 0.0800.